This data is from Full USPTO retrosynthesis dataset with 1.9M reactions from patents (1976-2016). The task is: Predict the reactants needed to synthesize the given product. (1) Given the product [C:13]([O:17][C:18](=[O:19])[NH:1][C@@H:2]1[C:11]2[C:6](=[CH:7][CH:8]=[CH:9][CH:10]=2)[C@H:5]([OH:12])[CH2:4][CH2:3]1)([CH3:16])([CH3:15])[CH3:14], predict the reactants needed to synthesize it. The reactants are: [NH2:1][C@@H:2]1[C:11]2[C:6](=[CH:7][CH:8]=[CH:9][CH:10]=2)[C@H:5]([OH:12])[CH2:4][CH2:3]1.[C:13]([O:17][C:18](O[C:18]([O:17][C:13]([CH3:16])([CH3:15])[CH3:14])=[O:19])=[O:19])([CH3:16])([CH3:15])[CH3:14]. (2) Given the product [F:1][C:2]([F:7])([F:6])[C:3]([OH:5])=[O:4].[F:8][C:9]([F:14])([F:13])[C:10]([OH:12])=[O:11].[F:15][C:16]([F:21])([F:20])[C:17]([OH:19])=[O:18].[C:52]([N:48]1[CH2:47][CH2:46][CH:45]([NH:44][C:36]2[CH:37]=[CH:38][C:39]3[NH:40][C:41]4[N:42]=[C:26]([NH:27][C:28]5[CH:29]=[N:30][CH:31]=[C:32]([CH:51]=5)[CH2:33][CH2:34][C:35]=2[CH:43]=3)[N:25]=[CH:24][C:23]=4[Cl:22])[CH2:50][CH2:49]1)(=[O:54])[CH3:53], predict the reactants needed to synthesize it. The reactants are: [F:1][C:2]([F:7])([F:6])[C:3]([OH:5])=[O:4].[F:8][C:9]([F:14])([F:13])[C:10]([OH:12])=[O:11].[F:15][C:16]([F:21])([F:20])[C:17]([OH:19])=[O:18].[Cl:22][C:23]1[CH:24]=[N:25][C:26]2[NH:27][C:28]3[CH:29]=[N:30][CH:31]=[C:32]([CH:51]=3)[CH2:33][CH2:34][C:35]3[CH:43]=[C:39]([NH:40][C:41]=1[N:42]=2)[CH:38]=[CH:37][C:36]=3[NH:44][CH:45]1[CH2:50][CH2:49][NH:48][CH2:47][CH2:46]1.[C:52](Cl)(=[O:54])[CH3:53].